From a dataset of Catalyst prediction with 721,799 reactions and 888 catalyst types from USPTO. Predict which catalyst facilitates the given reaction. (1) Reactant: [CH3:1][O:2][C:3]1[CH:8]=[C:7]([CH3:9])[C:6]([S:10]([N:13]2[CH2:18][CH2:17][CH2:16][CH2:15][CH:14]2/[CH:19]=[CH:20]/[C:21]([O:23][CH2:24][CH3:25])=[O:22])(=[O:12])=[O:11])=[C:5]([CH3:26])[CH:4]=1. Product: [CH3:1][O:2][C:3]1[CH:4]=[C:5]([CH3:26])[C:6]([S:10]([N:13]2[CH2:18][CH2:17][CH2:16][CH2:15][CH:14]2[CH2:19][CH2:20][C:21]([O:23][CH2:24][CH3:25])=[O:22])(=[O:11])=[O:12])=[C:7]([CH3:9])[CH:8]=1. The catalyst class is: 105. (2) Reactant: [C:1]([OH:8])(=[O:7])/[CH:2]=[CH:3]\[C:4]([OH:6])=[O:5].[F:9][C:10]1[CH:11]=[C:12](/[CH:36]=[CH:37]/[C:38]([OH:40])=[O:39])[CH:13]=[C:14]([F:35])[C:15]=1[C@@H:16]1[C:21]2[NH:22][C:23]3[C:28]([C:20]=2[CH2:19][C@@H:18]([CH3:29])[N:17]1[CH2:30][C:31]([F:34])([CH3:33])[CH3:32])=[CH:27][CH:26]=[CH:25][CH:24]=3. Product: [C:1]([O-:8])(=[O:7])/[CH:2]=[CH:3]\[C:4]([O-:6])=[O:5].[C:38](/[CH:37]=[CH:36]/[C:12]1[CH:13]=[C:14]([F:35])[C:15]([C@@H:16]2[C:21]3[NH:22][C:23]4[C:28](=[CH:27][CH:26]=[CH:25][CH:24]=4)[C:20]=3[CH2:19][C@@H:18]([CH3:29])[NH+:17]2[CH2:30][C:31]([F:34])([CH3:32])[CH3:33])=[C:10]([F:9])[CH:11]=1)([OH:40])=[O:39].[C:1](/[CH:2]=[CH:3]/[C:4]1[CH:11]=[C:10]([F:9])[C:15]([C@@H:16]2[C:21]3[NH:22][C:23]4[C:28](=[CH:27][CH:26]=[CH:25][CH:24]=4)[C:20]=3[CH2:19][C@@H:18]([CH3:29])[NH+:17]2[CH2:30][C:31]([CH3:33])([F:34])[CH3:32])=[C:14]([F:35])[CH:13]=1)([OH:8])=[O:7]. The catalyst class is: 21. (3) The catalyst class is: 4. Product: [P:4]([CH2:9][CH2:10][CH2:11][CH2:12][CH2:13][CH2:14][CH2:15][CH2:16][CH2:17][CH2:18][CH2:19][CH2:20][CH2:21][CH2:22][CH2:23][CH2:24][CH2:25][CH2:26][CH2:27][CH2:28][CH2:29][CH2:30][C:31]([F:42])([F:43])[C:32]([F:40])([F:41])[C:33]([F:38])([F:39])[C:34]([F:35])([F:36])[F:37])([OH:6])([OH:5])=[O:3]. Reactant: C([O:3][P:4]([CH2:9][CH2:10][CH2:11][CH2:12][CH2:13][CH2:14][CH2:15][CH2:16][CH2:17][CH2:18][CH2:19][CH2:20][CH2:21][CH2:22][CH2:23][CH2:24][CH2:25][CH2:26][CH2:27][CH2:28][CH2:29][CH2:30][C:31]([F:43])([F:42])[C:32]([F:41])([F:40])[C:33]([F:39])([F:38])[C:34]([F:37])([F:36])[F:35])([O:6]CC)=[O:5])C.Br[Si](C)(C)C. (4) Reactant: [CH2:1]([N:8]1[CH2:17][CH2:16][C:15]2[C:14](Cl)=[N:13][CH:12]=[N:11][C:10]=2[CH2:9]1)[C:2]1[CH:7]=[CH:6][CH:5]=[CH:4][CH:3]=1.[F:19][C:20]([F:29])([F:28])[C:21]1[CH:27]=[CH:26][C:24]([NH2:25])=[CH:23][CH:22]=1.I.O. Product: [CH2:1]([N:8]1[CH2:17][CH2:16][C:15]2[C:14]([NH:25][C:24]3[CH:26]=[CH:27][C:21]([C:20]([F:19])([F:28])[F:29])=[CH:22][CH:23]=3)=[N:13][CH:12]=[N:11][C:10]=2[CH2:9]1)[C:2]1[CH:7]=[CH:6][CH:5]=[CH:4][CH:3]=1. The catalyst class is: 12. (5) Reactant: [CH2:1]([C@H:8]([NH:26][C:27]([C:29]1[N:33]2[CH2:34][CH2:35][N:36]([CH:39]([CH2:43][CH2:44][CH3:45])[CH2:40][CH2:41][CH3:42])[C:37](=[O:38])[C:32]2=[CH:31][CH:30]=1)=[O:28])[C@H:9]([OH:25])[CH2:10][NH:11][C:12]1([C:15]2[CH:20]=[CH:19][CH:18]=[C:17]([C:21]([F:24])([F:23])[F:22])[CH:16]=2)[CH2:14][CH2:13]1)[C:2]1[CH:7]=[CH:6][CH:5]=[CH:4][CH:3]=1.[ClH:46]. Product: [ClH:46].[CH2:1]([C@H:8]([NH:26][C:27]([C:29]1[N:33]2[CH2:34][CH2:35][N:36]([CH:39]([CH2:43][CH2:44][CH3:45])[CH2:40][CH2:41][CH3:42])[C:37](=[O:38])[C:32]2=[CH:31][CH:30]=1)=[O:28])[C@H:9]([OH:25])[CH2:10][NH:11][C:12]1([C:15]2[CH:20]=[CH:19][CH:18]=[C:17]([C:21]([F:22])([F:23])[F:24])[CH:16]=2)[CH2:14][CH2:13]1)[C:2]1[CH:7]=[CH:6][CH:5]=[CH:4][CH:3]=1. The catalyst class is: 27. (6) Reactant: Cl.[F:2][C:3]1[CH:8]=[CH:7][C:6]([C:9]2[CH:14]=[CH:13][CH:12]=[C:11]([C@H:15]3[CH2:19][C:18]4([CH2:24][CH2:23][NH:22][CH2:21][CH2:20]4)[O:17][CH2:16]3)[CH:10]=2)=[CH:5][CH:4]=1.C(=O)(O)[O-].[Na+].Cl[C:31]([O:33][C:34]1[CH:39]=[CH:38][C:37]([N+:40]([O-:42])=[O:41])=[CH:36][CH:35]=1)=[O:32]. Product: [F:2][C:3]1[CH:4]=[CH:5][C:6]([C:9]2[CH:14]=[CH:13][CH:12]=[C:11]([C@H:15]3[CH2:19][C:18]4([CH2:24][CH2:23][N:22]([C:31]([O:33][C:34]5[CH:35]=[CH:36][C:37]([N+:40]([O-:42])=[O:41])=[CH:38][CH:39]=5)=[O:32])[CH2:21][CH2:20]4)[O:17][CH2:16]3)[CH:10]=2)=[CH:7][CH:8]=1. The catalyst class is: 155. (7) Reactant: O[C:2]1[C:11]2[C:6](=[N:7][CH:8]=[CH:9][CH:10]=2)[N:5]([C:12]2[CH:17]=[CH:16][CH:15]=[C:14]([O:18][C:19]([F:22])([F:21])[F:20])[CH:13]=2)[C:4](=[O:23])[C:3]=1[C:24](=O)[CH2:25][C:26]1[CH:31]=[CH:30][C:29](OC(F)(F)F)=[CH:28][CH:27]=1.[OH2:38].[NH2:39][NH2:40].C(=O)([O-])O.[Na+]. Product: [F:20][C:19]([F:22])([F:21])[O:38][C:29]1[CH:28]=[CH:27][C:26]([CH2:25][C:24]2[C:3]3[C:4](=[O:23])[N:5]([C:12]4[CH:17]=[CH:16][CH:15]=[C:14]([O:18][C:19]([F:22])([F:21])[F:20])[CH:13]=4)[C:6]4[N:7]=[CH:8][CH:9]=[CH:10][C:11]=4[C:2]=3[NH:40][N:39]=2)=[CH:31][CH:30]=1. The catalyst class is: 3. (8) Reactant: [NH:1]1[CH:5]=[CH:4][N:3]=[C:2]1[CH2:6][N:7]([CH2:14][C:15]1[CH:23]=[CH:22][C:18]([C:19]([OH:21])=O)=[CH:17][CH:16]=1)[CH2:8][C:9]1[NH:10][CH:11]=[CH:12][N:13]=1.C1C=CC2N(O)N=NC=2C=1.C1CCC(N=C=NC2CCCCC2)CC1.[CH2:49]([N:52]([CH2:56][C:57]1[CH:62]=[CH:61][C:60]([NH:63][CH3:64])=[CH:59][CH:58]=1)[CH2:53][CH2:54][CH3:55])[CH2:50][CH3:51]. Product: [NH:13]1[CH:12]=[CH:11][N:10]=[C:9]1[CH2:8][N:7]([C:14]1[C:22]([CH3:23])=[C:18]([CH:17]=[CH:16][CH:15]=1)[C:19]([N:63]([C:60]1[CH:61]=[CH:62][C:57]([CH2:56][N:52]([CH2:49][CH2:50][CH3:51])[CH2:53][CH2:54][CH3:55])=[CH:58][CH:59]=1)[CH3:64])=[O:21])[CH2:6][C:2]1[NH:3][CH:4]=[CH:5][N:1]=1. The catalyst class is: 3. (9) Reactant: Br[C:2]1[CH:7]=[C:6]([N:8]2[C:20]3[CH:19]=[C:18]4[C:21]([CH3:29])([CH3:28])[C:22]5[C:27]([C:17]4=[CH:16][C:15]=3[C:14]3[C:9]2=[CH:10][CH:11]=[CH:12][CH:13]=3)=[CH:26][CH:25]=[CH:24][CH:23]=5)[CH:5]=[C:4](Br)[N:3]=1.[C:31]1(B(O)O)[CH:36]=[CH:35][CH:34]=[CH:33][CH:32]=1.C([O-])([O-])=O.[Na+].[Na+]. Product: [C:31]1([C:2]2[CH:7]=[C:6]([N:8]3[C:20]4[CH:19]=[C:18]5[C:21]([CH3:29])([CH3:28])[C:22]6[C:27]([C:17]5=[CH:16][C:15]=4[C:14]4[C:9]3=[CH:10][CH:11]=[CH:12][CH:13]=4)=[CH:26][CH:25]=[CH:24][CH:23]=6)[CH:5]=[C:4]([C:9]3[CH:14]=[CH:13][CH:12]=[CH:11][CH:10]=3)[N:3]=2)[CH:36]=[CH:35][CH:34]=[CH:33][CH:32]=1. The catalyst class is: 104. (10) Reactant: C([O:4][C:5]([C@H:7]1[CH2:12][CH2:11][C@H:10]([C:13]2[CH:18]=[CH:17][C:16]([NH:19][C:20]([C:22]3[O:26][N:25]=[C:24]4[CH:27]=[CH:28][CH:29]=[CH:30][C:23]=34)=[O:21])=[CH:15][CH:14]=2)[CH2:9][CH2:8]1)=[O:6])(C)C.[OH-].[Na+]. Product: [N:25]1[O:26][C:22]([C:20]([NH:19][C:16]2[CH:17]=[CH:18][C:13]([C@H:10]3[CH2:9][CH2:8][C@H:7]([C:5]([OH:6])=[O:4])[CH2:12][CH2:11]3)=[CH:14][CH:15]=2)=[O:21])=[C:23]2[CH:30]=[CH:29][CH:28]=[CH:27][C:24]=12. The catalyst class is: 87.